Dataset: Full USPTO retrosynthesis dataset with 1.9M reactions from patents (1976-2016). Task: Predict the reactants needed to synthesize the given product. (1) The reactants are: [C:1]([C:4]1[CH:13]=[C:12]([S:14][CH3:15])[C:11]2[C:6](=[CH:7][C:8]([Cl:16])=[CH:9][CH:10]=2)[N:5]=1)([OH:3])=O.[CH2:17]([O:19][C:20]([N:22]1[CH2:27][CH2:26][N:25]([C:28]([CH:30]([NH2:40])[CH2:31][CH2:32][C:33]([O:35][C:36]([CH3:39])([CH3:38])[CH3:37])=[O:34])=[O:29])[CH2:24][CH2:23]1)=[O:21])[CH3:18].CCN=C=NCCCN(C)C.Cl.C1C=CC2N(O)N=NC=2C=1. Given the product [CH2:17]([O:19][C:20]([N:22]1[CH2:23][CH2:24][N:25]([C:28]([CH:30]([NH:40][C:1]([C:4]2[CH:13]=[C:12]([S:14][CH3:15])[C:11]3[C:6](=[CH:7][C:8]([Cl:16])=[CH:9][CH:10]=3)[N:5]=2)=[O:3])[CH2:31][CH2:32][C:33]([O:35][C:36]([CH3:39])([CH3:38])[CH3:37])=[O:34])=[O:29])[CH2:26][CH2:27]1)=[O:21])[CH3:18], predict the reactants needed to synthesize it. (2) Given the product [C:1]([O:5][C:6]([N:8]1[CH2:13][CH2:12][CH:11]([CH:14]2[O:23][C:17]3=[CH:18][N:19]=[C:20]([C:26]4[CH:25]=[N:24][CH:29]=[CH:28][CH:27]=4)[CH:21]=[C:16]3[CH2:15]2)[CH2:10][CH2:9]1)=[O:7])([CH3:4])([CH3:3])[CH3:2], predict the reactants needed to synthesize it. The reactants are: [C:1]([O:5][C:6]([N:8]1[CH2:13][CH2:12][CH:11]([CH:14]2[O:23][C:17]3=[CH:18][N:19]=[C:20](Cl)[CH:21]=[C:16]3[CH2:15]2)[CH2:10][CH2:9]1)=[O:7])([CH3:4])([CH3:3])[CH3:2].[N:24]1[CH:29]=[CH:28][CH:27]=[C:26](B(O)O)[CH:25]=1.